Dataset: Catalyst prediction with 721,799 reactions and 888 catalyst types from USPTO. Task: Predict which catalyst facilitates the given reaction. (1) Reactant: C(O[C:4](=[O:9])[C:5]([F:8])([F:7])[F:6])C.[CH3:10][O:11][C:12]1[CH:13]=[C:14]([CH2:20][CH2:21][NH2:22])[CH:15]=[CH:16][C:17]=1[O:18][CH3:19]. Product: [CH3:10][O:11][C:12]1[CH:13]=[C:14]([CH2:20][CH2:21][NH:22][C:4](=[O:9])[C:5]([F:6])([F:7])[F:8])[CH:15]=[CH:16][C:17]=1[O:18][CH3:19]. The catalyst class is: 5. (2) Product: [F:13][C:14]([F:26])([F:27])[C:15]1[CH:16]=[C:17]([NH:18][C:2]2[C:11]3[C:6](=[CH:7][CH:8]=[CH:9][CH:10]=3)[C:5]([Cl:12])=[N:4][N:3]=2)[CH:19]=[C:20]([C:22]([F:23])([F:25])[F:24])[CH:21]=1. Reactant: Cl[C:2]1[C:11]2[C:6](=[CH:7][CH:8]=[CH:9][CH:10]=2)[C:5]([Cl:12])=[N:4][N:3]=1.[F:13][C:14]([F:27])([F:26])[C:15]1[CH:16]=[C:17]([CH:19]=[C:20]([C:22]([F:25])([F:24])[F:23])[CH:21]=1)[NH2:18].[H-].[Na+]. The catalyst class is: 12.